The task is: Predict the reaction yield, written as a fraction of the theoretical maximum amount of product (1.0 means a 100% yield; for example, 0.34 means a 34% yield).. This data is from Reaction yield outcomes from USPTO patents with 853,638 reactions. (1) The reactants are [Br:1][C:2]1[C:3]([NH:35][CH2:36][CH2:37][CH2:38][N:39]([CH3:46])[C:40]([CH:42]2[CH2:45][CH2:44][CH2:43]2)=[O:41])=[N:4][C:5]([NH:8][C:9]2[CH:34]=[CH:33][C:12]([O:13][CH2:14][CH2:15][O:16][CH2:17][CH2:18][O:19][CH2:20][CH2:21][O:22][CH2:23][CH2:24][NH:25]C(=O)OC(C)(C)C)=[CH:11][CH:10]=2)=[N:6][CH:7]=1. The catalyst is FC(F)(F)C(O)=O.ClCCl. The product is [NH2:25][CH2:24][CH2:23][O:22][CH2:21][CH2:20][O:19][CH2:18][CH2:17][O:16][CH2:15][CH2:14][O:13][C:12]1[CH:33]=[CH:34][C:9]([NH:8][C:5]2[N:4]=[C:3]([NH:35][CH2:36][CH2:37][CH2:38][N:39]([CH3:46])[C:40]([CH:42]3[CH2:45][CH2:44][CH2:43]3)=[O:41])[C:2]([Br:1])=[CH:7][N:6]=2)=[CH:10][CH:11]=1. The yield is 0.520. (2) The reactants are F[C:2]1[CH:9]=[CH:8][CH:7]=[C:6]([O:10][CH2:11][CH:12]2[CH2:17][CH2:16][CH:15]([CH2:18][C:19]3[CH:24]=[CH:23][CH:22]=[CH:21][C:20]=3[F:25])[CH2:14][CH2:13]2)[C:3]=1[C:4]#[N:5].C(=O)(O)O.[NH2:30][C:31]([NH2:33])=[NH:32]. No catalyst specified. The product is [F:25][C:20]1[CH:21]=[CH:22][CH:23]=[CH:24][C:19]=1[CH2:18][CH:15]1[CH2:14][CH2:13][CH:12]([CH2:11][O:10][C:6]2[CH:7]=[CH:8][CH:9]=[C:2]3[C:3]=2[C:4]([NH2:5])=[N:32][C:31]([NH2:33])=[N:30]3)[CH2:17][CH2:16]1. The yield is 0.520.